This data is from Catalyst prediction with 721,799 reactions and 888 catalyst types from USPTO. The task is: Predict which catalyst facilitates the given reaction. (1) The catalyst class is: 111. Product: [CH3:30][C:10]1([CH3:31])[CH2:9][C:8]2[C:13](=[CH:14][CH:15]=[C:6]([C:4]([OH:5])=[O:3])[CH:7]=2)[NH:12][CH:11]1[C:16]1[CH:21]=[C:20]([N:22]2[CH2:27][CH2:26][O:25][CH2:24][CH2:23]2)[CH:19]=[C:18]([O:28][CH3:29])[CH:17]=1. Reactant: C([O:3][C:4]([C:6]1[CH:7]=[C:8]2[C:13](=[CH:14][CH:15]=1)[NH:12][CH:11]([C:16]1[CH:21]=[C:20]([N:22]3[CH2:27][CH2:26][O:25][CH2:24][CH2:23]3)[CH:19]=[C:18]([O:28][CH3:29])[CH:17]=1)[C:10]([CH3:31])([CH3:30])[CH2:9]2)=[O:5])C.O.[OH-].[Li+].O.Cl. (2) The catalyst class is: 3. Reactant: [CH2:1]([C:3]1[CH:9]=[CH:8][C:6]([NH2:7])=[CH:5][CH:4]=1)[CH3:2].C1C(=O)N([Br:17])C(=O)C1. Product: [Br:17][C:5]1[CH:4]=[C:3]([CH2:1][CH3:2])[CH:9]=[CH:8][C:6]=1[NH2:7]. (3) Reactant: C([O:3][C:4](=[O:25])[C:5]1[CH:10]=[CH:9][C:8]([P:11]([CH2:16][P:17]([O:22][CH2:23][CH3:24])([O:19][CH2:20][CH3:21])=[O:18])([O:13][CH2:14][CH3:15])=[O:12])=[CH:7][CH:6]=1)C.[OH-].[Li+]. Product: [CH2:20]([O:19][P:17]([CH2:16][P:11]([O:13][CH2:14][CH3:15])([C:8]1[CH:7]=[CH:6][C:5]([C:4]([OH:25])=[O:3])=[CH:10][CH:9]=1)=[O:12])([O:22][CH2:23][CH3:24])=[O:18])[CH3:21]. The catalyst class is: 24. (4) Reactant: [Cl:1][C:2]1[CH:18]=[CH:17][CH:16]=[CH:15][C:3]=1[C:4]([C:6](=[CH:11][N:12](C)C)[C:7]([O:9][CH3:10])=[O:8])=O.O.[NH2:20]N. Product: [Cl:1][C:2]1[CH:18]=[CH:17][CH:16]=[CH:15][C:3]=1[C:4]1[C:6]([C:7]([O:9][CH3:10])=[O:8])=[CH:11][NH:12][N:20]=1. The catalyst class is: 52. (5) Reactant: [C:1]([C:3]1[CH:4]=[C:5]([C:13]2[O:17][N:16]=[C:15]([C:18]3[C:19]([CH3:35])=[C:20]4[C:25](=[CH:26][CH:27]=3)[CH2:24][N:23](C(OC(C)(C)C)=O)[CH2:22][CH2:21]4)[N:14]=2)[CH:6]=[CH:7][C:8]=1[O:9][CH:10]([CH3:12])[CH3:11])#[N:2].[ClH:36].O1CCOCC1. Product: [ClH:36].[CH3:12][CH:10]([O:9][C:8]1[CH:7]=[CH:6][C:5]([C:13]2[O:17][N:16]=[C:15]([C:18]3[C:19]([CH3:35])=[C:20]4[C:25](=[CH:26][CH:27]=3)[CH2:24][NH:23][CH2:22][CH2:21]4)[N:14]=2)=[CH:4][C:3]=1[C:1]#[N:2])[CH3:11]. The catalyst class is: 343. (6) Reactant: CS(Cl)(=O)=O.[OH:6][CH2:7][C:8]1[CH:13]=[N:12][CH:11]=[CH:10][N:9]=1.C(N(CC)C(C)C)(C)C.[Cl:23][C:24]1[CH:25]=[C:26]([NH:38][C:39]2[C:48]3[C:43](=[CH:44][CH:45]=[CH:46][C:47]=3[O:49][C@H:50]([CH3:55])[CH2:51][N:52]([CH3:54])[CH3:53])[N:42]=[CH:41][N:40]=2)[CH:27]=[CH:28][C:29]=1OCC1C=CC=CN=1.C(=O)([O-])[O-].[K+].[K+].C1OCCOCCOCCOCCOCCOC1. Product: [Cl:23][C:24]1[CH:25]=[C:26]([NH:38][C:39]2[C:48]3[C:43](=[CH:44][CH:45]=[CH:46][C:47]=3[O:49][C@H:50]([CH3:55])[CH2:51][N:52]([CH3:54])[CH3:53])[N:42]=[CH:41][N:40]=2)[CH:27]=[CH:28][C:29]=1[O:6][CH2:7][C:8]1[CH:13]=[N:12][CH:11]=[CH:10][N:9]=1. The catalyst class is: 2. (7) Reactant: [NH4+].[Cl-].[C:3]([N:13]1[CH2:18][CH2:17][CH:16]2[O:19][CH:15]2[CH2:14]1)([O:5][CH2:6][C:7]1[CH:12]=[CH:11][CH:10]=[CH:9][CH:8]=1)=[O:4].[N-:20]=[N+:21]=[N-:22].[Na+]. Product: [C:3]([N:13]1[CH2:18][CH2:17][C@@H:16]([N:20]=[N+:21]=[N-:22])[C@H:15]([OH:19])[CH2:14]1)([O:5][CH2:6][C:7]1[CH:12]=[CH:11][CH:10]=[CH:9][CH:8]=1)=[O:4]. The catalyst class is: 72.